From a dataset of Peptide-MHC class I binding affinity with 185,985 pairs from IEDB/IMGT. Regression. Given a peptide amino acid sequence and an MHC pseudo amino acid sequence, predict their binding affinity value. This is MHC class I binding data. (1) The peptide sequence is EEMPLVWDL. The MHC is HLA-B07:02 with pseudo-sequence HLA-B07:02. The binding affinity (normalized) is 0.0847. (2) The peptide sequence is FVHTLLKTY. The MHC is HLA-B38:01 with pseudo-sequence HLA-B38:01. The binding affinity (normalized) is 0.0847.